From a dataset of Plasma protein binding rate (PPBR) regression data from AstraZeneca. Regression/Classification. Given a drug SMILES string, predict its absorption, distribution, metabolism, or excretion properties. Task type varies by dataset: regression for continuous measurements (e.g., permeability, clearance, half-life) or binary classification for categorical outcomes (e.g., BBB penetration, CYP inhibition). For this dataset (ppbr_az), we predict Y. (1) The drug is Cc1ncc(-c2nc(Nc3ccc(C(=O)N4CC[C@H](N(C)C)C4)cc3)ncc2F)n1C(C)C. The Y is 74.2 %. (2) The compound is CC[C@@H](CO)Nc1nc(SCc2ccccc2)nc2nc(N)sc12. The Y is 96.7 %. (3) The compound is CC1N=C(N)N=C(N)N1c1ccc(Cl)cc1. The Y is 25.3 %. (4) The drug is C[C@H](CO)Nc1nc(SCc2ccccc2)nc2nc(N)sc12. The Y is 95.4 %. (5) The molecule is CCc1cnn2c(NCc3ccc[n+]([O-])c3)cc(N3CCCC[C@H]3CCO)nc12. The Y is 90.1 %. (6) The molecule is O=C(NCC1CCCCN1)c1cc(OCC(F)(F)F)ccc1OCC(F)(F)F. The Y is 38.1 %. (7) The molecule is CCN(CC)S(=O)(=O)c1ccc(-c2nnc(SCC(=O)N3CCc4ccccc43)o2)cc1. The Y is 99.7 %. (8) The Y is 93.2 %. The drug is CC(C)CCOc1ccc(N)cc1.